Dataset: Full USPTO retrosynthesis dataset with 1.9M reactions from patents (1976-2016). Task: Predict the reactants needed to synthesize the given product. (1) Given the product [CH2:10]([N:4]1[CH2:5][CH:25]([N+:26]([O-:28])=[O:27])[CH:24]([C:21]2[CH:22]=[CH:23][C:18]([Cl:17])=[C:19]([F:29])[CH:20]=2)[CH2:3]1)[C:11]1[CH:16]=[CH:15][CH:14]=[CH:13][CH:12]=1, predict the reactants needed to synthesize it. The reactants are: CO[CH2:3][N:4]([CH2:10][C:11]1[CH:16]=[CH:15][CH:14]=[CH:13][CH:12]=1)[CH2:5][Si](C)(C)C.[Cl:17][C:18]1[CH:23]=[CH:22][C:21](/[CH:24]=[CH:25]/[N+:26]([O-:28])=[O:27])=[CH:20][C:19]=1[F:29].FC(F)(F)C(O)=O. (2) Given the product [N:36]1([C:5]2[N:10]=[C:9]([O:11][CH2:12][C:13]3[CH:18]=[CH:17][C:16]([F:19])=[C:15]([F:20])[CH:14]=3)[C:8]([C:21]3[CH:22]=[CH:23][C:24]([Cl:27])=[CH:25][CH:26]=3)=[C:7]([C:28]3[CH:33]=[CH:32][C:31]([Cl:34])=[CH:30][C:29]=3[Cl:35])[N:6]=2)[CH2:41][CH2:40][CH2:39][CH2:38][CH2:37]1, predict the reactants needed to synthesize it. The reactants are: CS([C:5]1[N:10]=[C:9]([O:11][CH2:12][C:13]2[CH:18]=[CH:17][C:16]([F:19])=[C:15]([F:20])[CH:14]=2)[C:8]([C:21]2[CH:26]=[CH:25][C:24]([Cl:27])=[CH:23][CH:22]=2)=[C:7]([C:28]2[CH:33]=[CH:32][C:31]([Cl:34])=[CH:30][C:29]=2[Cl:35])[N:6]=1)(=O)=O.[NH:36]1[CH2:41][CH2:40][CH2:39][CH2:38][CH2:37]1. (3) The reactants are: [Br:1]N1C(=O)CCC1=O.[Cl:9][C:10]1[C:15]2[CH2:16][O:17][C@H:18]3[CH2:23][CH2:22][NH:21][CH2:20][C@H:19]3[C:14]=2[CH:13]=[CH:12][CH:11]=1.O.C(Cl)Cl. Given the product [Br:1][C:13]1[C:14]2[C@@H:19]3[CH2:20][NH:21][CH2:22][CH2:23][C@@H:18]3[O:17][CH2:16][C:15]=2[C:10]([Cl:9])=[CH:11][CH:12]=1, predict the reactants needed to synthesize it. (4) Given the product [N+:14]([C:13]1[CH:12]=[CH:11][CH:10]=[C:6]2[C:5]=1[N:4]=[CH:1][NH:3][C:7]2=[O:8])([O-:16])=[O:15], predict the reactants needed to synthesize it. The reactants are: [CH:1]([NH2:3])=O.[NH2:4][C:5]1[C:13]([N+:14]([O-:16])=[O:15])=[CH:12][CH:11]=[CH:10][C:6]=1[C:7](O)=[O:8]. (5) Given the product [CH3:38][C:37]1[C:32]2[NH:31][C:11](=[O:12])[C@@H:10]([NH:14][C:15](=[O:16])[O:17][CH2:18][C:19]3[CH:24]=[CH:23][CH:22]=[CH:21][CH:20]=3)[N:1]=[C:39]([C:41]3[CH:46]=[CH:45][CH:44]=[CH:43][CH:42]=3)[C:33]=2[CH:34]=[CH:35][CH:36]=1, predict the reactants needed to synthesize it. The reactants are: [N:1]1([CH:10]([NH:14][C:15]([O:17][CH2:18][C:19]2[CH:24]=[CH:23][CH:22]=[CH:21][CH:20]=2)=[O:16])[C:11](O)=[O:12])C2C=CC=CC=2N=N1.C(Cl)(=O)C(Cl)=O.[NH2:31][C:32]1[C:37]([CH3:38])=[CH:36][CH:35]=[CH:34][C:33]=1[C:39]([C:41]1[CH:46]=[CH:45][CH:44]=[CH:43][CH:42]=1)=O.CN1CCOCC1.N.C([O-])(=O)C.[NH4+]. (6) Given the product [N:39]1[CH:44]=[C:43]([C:7]2[C@:8]3([CH2:24][CH2:23][C@H:22]4[C@@H:13]([CH2:14][CH2:15][C:20]5[CH:19]=[C:18]([O:25][CH2:26][C:27]([OH:29])=[O:28])[CH:17]=[CH:16][C:21]=54)[C@@H:10]3[CH2:11][CH:12]=2)[CH3:9])[CH:42]=[N:41][CH:40]=1, predict the reactants needed to synthesize it. The reactants are: FC(F)(F)S(O[C:7]1[C@:8]2([CH2:24][CH2:23][C@H:22]3[C@@H:13]([CH2:14][CH2:15][C:16]4[CH:17]=[C:18]([O:25][CH2:26][C:27]([O:29]CC5C=CC=CC=5)=[O:28])[CH:19]=[CH:20][C:21]=43)[C@@H:10]2[CH2:11][CH:12]=1)[CH3:9])(=O)=O.[N:39]1[CH:44]=[C:43](B(O)O)[CH:42]=[N:41][CH:40]=1. (7) Given the product [F:1][C:2]1[CH:3]=[C:4]([N+:9]([O-:11])=[O:10])[CH:5]=[CH:6][C:7]=1[NH2:13], predict the reactants needed to synthesize it. The reactants are: [F:1][C:2]1[CH:3]=[C:4]([N+:9]([O-:11])=[O:10])[CH:5]=[CH:6][C:7]=1F.[OH-].[NH4+:13]. (8) Given the product [NH2:8][CH:9]([C:11]1[CH:16]=[CH:15][C:14]([C:17]2[C:18]([C:23]([NH:25][C:26]3[CH:27]=[C:28]4[C:32](=[CH:33][CH:34]=3)[N:31]([C:35](=[O:43])[CH2:36][C:37]3[CH:42]=[CH:41][CH:40]=[CH:39][N:38]=3)[CH2:30][CH2:29]4)=[O:24])=[CH:19][CH:20]=[CH:21][CH:22]=2)=[CH:13][CH:12]=1)[CH3:10], predict the reactants needed to synthesize it. The reactants are: C([NH:8][CH:9]([C:11]1[CH:16]=[CH:15][C:14]([C:17]2[C:18]([C:23]([NH:25][C:26]3[CH:27]=[C:28]4[C:32](=[CH:33][CH:34]=3)[N:31]([C:35](=[O:43])[CH2:36][C:37]3[CH:42]=[CH:41][CH:40]=[CH:39][N:38]=3)[CH2:30][CH2:29]4)=[O:24])=[CH:19][CH:20]=[CH:21][CH:22]=2)=[CH:13][CH:12]=1)[CH3:10])C1C=CC=CC=1.[H][H]. (9) The reactants are: [CH3:1][O:2][C:3]1[CH:30]=[CH:29][C:6]2[C:7]([C:15]([C:17]3[CH:22]=[C:21]([O:23][CH3:24])[C:20]([O:25][CH3:26])=[C:19]([O:27][CH3:28])[CH:18]=3)=[O:16])=[C:8]([C:10]3[CH:11]=[N:12][NH:13][CH:14]=3)[O:9][C:5]=2[CH:4]=1.ClCCl.[CH3:34][O:35][C:36]1[CH:41]=[CH:40][C:39](B(O)O)=[CH:38][CH:37]=1.O=O. Given the product [CH3:1][O:2][C:3]1[CH:30]=[CH:29][C:6]2[C:7]([C:15]([C:17]3[CH:18]=[C:19]([O:27][CH3:28])[C:20]([O:25][CH3:26])=[C:21]([O:23][CH3:24])[CH:22]=3)=[O:16])=[C:8]([C:10]3[CH:14]=[N:13][N:12]([C:39]4[CH:40]=[CH:41][C:36]([O:35][CH3:34])=[CH:37][CH:38]=4)[CH:11]=3)[O:9][C:5]=2[CH:4]=1, predict the reactants needed to synthesize it.